Dataset: Forward reaction prediction with 1.9M reactions from USPTO patents (1976-2016). Task: Predict the product of the given reaction. (1) Given the reactants [C:1]1([C:24]2[CH:29]=[CH:28][CH:27]=[CH:26][CH:25]=2)[CH:6]=[CH:5][C:4]([CH:7]([NH:12][C:13]([CH2:15][NH:16][C:17](=[O:23])[O:18][C:19]([CH3:22])([CH3:21])[CH3:20])=[O:14])[CH2:8][C:9](=O)[NH2:10])=[CH:3][CH:2]=1.C(N(CC)CC)C.FC(F)(F)C(OC(=O)C(F)(F)F)=O.O, predict the reaction product. The product is: [C:1]1([C:24]2[CH:25]=[CH:26][CH:27]=[CH:28][CH:29]=2)[CH:2]=[CH:3][C:4]([CH:7]([NH:12][C:13](=[O:14])[CH2:15][NH:16][C:17]([O:18][C:19]([CH3:22])([CH3:21])[CH3:20])=[O:23])[CH2:8][C:9]#[N:10])=[CH:5][CH:6]=1. (2) Given the reactants [Br:1][C:2]1[CH:11]=[CH:10][CH:9]=[C:8]2[C:3]=1[CH:4]=[CH:5][N:6]=[C:7]2Cl.[CH3:13][C:14]1[CH:29]=[CH:28][C:17]2[N:18]=[C:19]([C:21]3[CH:26]=[CH:25][C:24]([NH2:27])=[CH:23][CH:22]=3)[S:20][C:16]=2[CH:15]=1, predict the reaction product. The product is: [CH3:13][C:14]1[CH:29]=[CH:28][C:17]2[N:18]=[C:19]([C:21]3[CH:22]=[CH:23][C:24]([NH:27][C:7]4[C:8]5[C:3](=[C:2]([Br:1])[CH:11]=[CH:10][CH:9]=5)[CH:4]=[CH:5][N:6]=4)=[CH:25][CH:26]=3)[S:20][C:16]=2[CH:15]=1.